Dataset: Forward reaction prediction with 1.9M reactions from USPTO patents (1976-2016). Task: Predict the product of the given reaction. The product is: [C:1]([C:11]([NH:13][C@H:14]([C:18]([NH:20][CH:21]([C:30](=[O:33])[CH2:31][O:39][C:38]1[C:40]([F:46])=[C:41]([F:45])[CH:42]=[C:43]([F:44])[C:37]=1[F:36])[CH2:22][C:23]([O:25][C:26]([CH3:29])([CH3:28])[CH3:27])=[O:24])=[O:19])[CH:15]([CH3:17])[CH3:16])=[O:12])([O:3][CH2:4][C:5]1[CH:10]=[CH:9][CH:8]=[CH:7][CH:6]=1)=[O:2]. Given the reactants [C:1]([C:11]([NH:13][C@H:14]([C:18]([NH:20][CH:21]([C:30](=[O:33])[CH2:31]Br)[CH2:22][C:23]([O:25][C:26]([CH3:29])([CH3:28])[CH3:27])=[O:24])=[O:19])[CH:15]([CH3:17])[CH3:16])=[O:12])([O:3][CH2:4][C:5]1[CH:10]=[CH:9][CH:8]=[CH:7][CH:6]=1)=[O:2].[Na+].[I-].[F:36][C:37]1[C:43]([F:44])=[CH:42][C:41]([F:45])=[C:40]([F:46])[C:38]=1[O-:39].[K+], predict the reaction product.